Dataset: Forward reaction prediction with 1.9M reactions from USPTO patents (1976-2016). Task: Predict the product of the given reaction. (1) Given the reactants [CH3:1][O:2][C:3]1[C:12]2[N:11]=[C:10]([NH2:13])[N:9]3[CH2:14][CH2:15][N:16]=[C:8]3[C:7]=2[CH:6]=[CH:5][C:4]=1[O:17][CH2:18][CH2:19][CH2:20][S:21]([N:24]1[CH2:29][CH2:28][O:27][CH2:26][CH2:25]1)(=[O:23])=[O:22].[C:30]([O:34][C:35]([NH:37][C:38]1[N:43]=[CH:42][C:41]([C:44](O)=[O:45])=[CH:40][N:39]=1)=[O:36])([CH3:33])([CH3:32])[CH3:31], predict the reaction product. The product is: [C:30]([O:34][C:35](=[O:36])[NH:37][C:38]1[N:43]=[CH:42][C:41]([C:44](=[O:45])[NH:13][C:10]2[N:9]3[CH2:14][CH2:15][N:16]=[C:8]3[C:7]3[CH:6]=[CH:5][C:4]([O:17][CH2:18][CH2:19][CH2:20][S:21]([N:24]4[CH2:25][CH2:26][O:27][CH2:28][CH2:29]4)(=[O:22])=[O:23])=[C:3]([O:2][CH3:1])[C:12]=3[N:11]=2)=[CH:40][N:39]=1)([CH3:33])([CH3:31])[CH3:32]. (2) Given the reactants [C:1]1([S:7]([O:10][C:11]2[C:20]([Br:21])=[C:19]3[C:14]([CH:15]=[CH:16][C:17]([CH:22]=[O:23])=[N:18]3)=[CH:13][CH:12]=2)(=[O:9])=[O:8])[CH:6]=[CH:5][CH:4]=[CH:3][CH:2]=1.[CH2:24](Br)[CH:25]=[CH2:26], predict the reaction product. The product is: [C:1]1([S:7]([O:10][C:11]2[C:20]([Br:21])=[C:19]3[C:14]([CH:15]=[CH:16][C:17]([CH:22]([OH:23])[CH2:26][CH:25]=[CH2:24])=[N:18]3)=[CH:13][CH:12]=2)(=[O:9])=[O:8])[CH:2]=[CH:3][CH:4]=[CH:5][CH:6]=1. (3) Given the reactants [F:1][C:2]1[CH:7]=[CH:6][C:5]([F:8])=[CH:4][C:3]=1[C@H:9]1[CH2:13][CH2:12][CH2:11][N:10]1[C:14]1[CH:19]=[CH:18][N:17]2[N:20]=[CH:21][C:22]([NH2:23])=[C:16]2[N:15]=1.[N:24]1[CH:29]=[CH:28][N:27]=[CH:26][C:25]=1[C:30](O)=[O:31].CN(C(ON1N=NC2C=CC=NC1=2)=[N+](C)C)C.F[P-](F)(F)(F)(F)F.CCN(C(C)C)C(C)C, predict the reaction product. The product is: [F:1][C:2]1[CH:7]=[CH:6][C:5]([F:8])=[CH:4][C:3]=1[C@H:9]1[CH2:13][CH2:12][CH2:11][N:10]1[C:14]1[CH:19]=[CH:18][N:17]2[N:20]=[CH:21][C:22]([NH:23][C:30]([C:25]3[CH:26]=[N:27][CH:28]=[CH:29][N:24]=3)=[O:31])=[C:16]2[N:15]=1. (4) Given the reactants [OH:1][N:2]=[C:3]([C:5]1[CH:10]=[CH:9][N:8]=[N:7][CH:6]=1)[NH2:4].[F:11][C:12]1[CH:13]=[C:14]([CH:18]=[C:19]([F:22])[C:20]=1[F:21])[C:15](Cl)=O.N, predict the reaction product. The product is: [N:8]1[CH:9]=[CH:10][C:5]([C:3]2[N:4]=[C:15]([C:14]3[CH:13]=[C:12]([F:11])[C:20]([F:21])=[C:19]([F:22])[CH:18]=3)[O:1][N:2]=2)=[CH:6][N:7]=1. (5) Given the reactants [Si](OC[CH2:10]/[CH:11]=[CH:12]/[C:13]1[N:17]2[CH2:18][CH2:19][CH2:20][N:21]([CH3:23])[CH2:22][C:16]2=[C:15]([C:24]([NH:26][C@@H:27]([C:32]([CH3:35])([CH3:34])[CH3:33])[C:28]([NH:30][CH3:31])=[O:29])=[O:25])[N:14]=1)(C(C)(C)C)(C)C.CC[CH2:38][CH2:39][N+:40](CCCC)(CCCC)[CH2:41][CH2:42]CC.[F-].C1C[O:57]CC1, predict the reaction product. The product is: [CH3:35][C:32]([CH3:34])([CH3:33])[C@H:27]([NH:26][C:24]([C:15]1[N:14]=[C:13](/[CH:12]=[CH:11]/[CH2:10][N:40]2[CH2:41][CH2:42][O:57][CH2:38][CH2:39]2)[N:17]2[CH2:18][CH2:19][CH2:20][N:21]([CH3:23])[CH2:22][C:16]=12)=[O:25])[C:28]([NH:30][CH3:31])=[O:29]. (6) Given the reactants [I:1]I.C1(P(C2C=CC=CC=2)C2C=CC=CC=2)C=CC=CC=1.N1C=CN=C1.O[CH2:28][CH2:29][NH:30][C:31](=[O:37])[O:32][C:33]([CH3:36])([CH3:35])[CH3:34].S([O-])([O-])(=O)=S.[Na+].[Na+], predict the reaction product. The product is: [I:1][CH2:28][CH2:29][NH:30][C:31](=[O:37])[O:32][C:33]([CH3:36])([CH3:35])[CH3:34]. (7) Given the reactants [N:1]1([CH:6]=[O:7])[CH2:5][CH2:4][CH2:3][CH2:2]1.[Cl:8][C:9]1[CH:10]=[C:11]([CH:15]=[C:16]([Cl:18])[N:17]=1)C(O)=O.[Li+].CC([N-]C(C)C)C.[CH:27](OCC)=[O:28], predict the reaction product. The product is: [Cl:18][C:16]1[C:15]([CH:27]=[O:28])=[C:11]([C:6]([N:1]2[CH2:5][CH2:4][CH2:3][CH2:2]2)=[O:7])[CH:10]=[C:9]([Cl:8])[N:17]=1.